Dataset: Forward reaction prediction with 1.9M reactions from USPTO patents (1976-2016). Task: Predict the product of the given reaction. (1) Given the reactants [F:1][C:2]1[CH:7]=[CH:6][C:5]([OH:8])=[CH:4][CH:3]=1.N1C=CN=C1.[CH3:14][C:15]([Si:18](Cl)([CH3:20])[CH3:19])([CH3:17])[CH3:16], predict the reaction product. The product is: [C:15]([Si:18]([O:8][C:5]1[CH:6]=[CH:7][C:2]([F:1])=[CH:3][CH:4]=1)([CH3:20])[CH3:19])([CH3:17])([CH3:16])[CH3:14]. (2) The product is: [Cl:25][C:26]1[CH:27]=[CH:28][C:29]([C:32]([N:37]2[C:45]3[C:40](=[C:41]([NH:46][C:47](=[O:53])[O:48][C:49]([CH3:51])([CH3:52])[CH3:50])[CH:42]=[CH:43][CH:44]=3)[CH:39]=[CH:38]2)([CH2:33][CH3:14])/[CH:35]=[CH:36]/[C:1]#[N:2])=[CH:30][CH:31]=1. Given the reactants [C:1](CP(=O)(OCC)OCC)#[N:2].[Li+].[Cl-].[CH2:14]1CCN2C(=NCCC2)CC1.[Cl:25][C:26]1[CH:31]=[CH:30][C:29]([C:32]([N:37]2[C:45]3[C:40](=[C:41]([NH:46][C:47](=[O:53])[O:48][C:49]([CH3:52])([CH3:51])[CH3:50])[CH:42]=[CH:43][CH:44]=3)[CH:39]=[CH:38]2)([CH2:35][CH3:36])[CH:33]=O)=[CH:28][CH:27]=1, predict the reaction product. (3) Given the reactants [C:1]1([CH:7]2[O:11][CH:10]([CH:12]([CH3:16])C(O)=O)[C:9](=[C:17]=[CH2:18])[CH2:8]2)[CH:6]=[CH:5][CH:4]=[CH:3][CH:2]=1.[C:19]([O-:22])([O-])=[O:20].[K+].[K+].[C:25]1(I)[CH:30]=[CH:29]C=[CH:27][CH:26]=1.O.[CH3:33]N(C)C=O, predict the reaction product. The product is: [C:1]1([CH:7]2[O:11][CH:10]3[C:9]([C:17]([C:18]4[CH:29]=[CH:30][CH:25]=[CH:26][CH:27]=4)=[CH2:33])([O:22][C:19](=[O:20])[CH2:16][CH2:12]3)[CH2:8]2)[CH:2]=[CH:3][CH:4]=[CH:5][CH:6]=1.